From a dataset of NCI-60 drug combinations with 297,098 pairs across 59 cell lines. Regression. Given two drug SMILES strings and cell line genomic features, predict the synergy score measuring deviation from expected non-interaction effect. (1) Drug 1: C1=NC2=C(N1)C(=S)N=C(N2)N. Drug 2: B(C(CC(C)C)NC(=O)C(CC1=CC=CC=C1)NC(=O)C2=NC=CN=C2)(O)O. Cell line: DU-145. Synergy scores: CSS=46.9, Synergy_ZIP=7.67, Synergy_Bliss=7.86, Synergy_Loewe=11.1, Synergy_HSA=11.3. (2) Cell line: MALME-3M. Drug 1: C1=NC2=C(N=C(N=C2N1C3C(C(C(O3)CO)O)F)Cl)N. Drug 2: CC1CCC2CC(C(=CC=CC=CC(CC(C(=O)C(C(C(=CC(C(=O)CC(OC(=O)C3CCCCN3C(=O)C(=O)C1(O2)O)C(C)CC4CCC(C(C4)OC)O)C)C)O)OC)C)C)C)OC. Synergy scores: CSS=8.50, Synergy_ZIP=0.669, Synergy_Bliss=0.173, Synergy_Loewe=0.390, Synergy_HSA=0.883. (3) Drug 1: C1=NC(=NC(=O)N1C2C(C(C(O2)CO)O)O)N. Drug 2: C1CN(P(=O)(OC1)NCCCl)CCCl. Cell line: NCI/ADR-RES. Synergy scores: CSS=8.38, Synergy_ZIP=-1.01, Synergy_Bliss=6.25, Synergy_Loewe=-5.86, Synergy_HSA=1.64. (4) Drug 1: CC1=CC2C(CCC3(C2CCC3(C(=O)C)OC(=O)C)C)C4(C1=CC(=O)CC4)C. Drug 2: CC1C(C(CC(O1)OC2CC(CC3=C2C(=C4C(=C3O)C(=O)C5=C(C4=O)C(=CC=C5)OC)O)(C(=O)CO)O)N)O.Cl. Cell line: PC-3. Synergy scores: CSS=50.5, Synergy_ZIP=-1.40, Synergy_Bliss=-0.496, Synergy_Loewe=-2.15, Synergy_HSA=2.10.